This data is from NCI-60 drug combinations with 297,098 pairs across 59 cell lines. The task is: Regression. Given two drug SMILES strings and cell line genomic features, predict the synergy score measuring deviation from expected non-interaction effect. (1) Drug 1: CN(C)N=NC1=C(NC=N1)C(=O)N. Drug 2: CCN(CC)CCNC(=O)C1=C(NC(=C1C)C=C2C3=C(C=CC(=C3)F)NC2=O)C. Cell line: TK-10. Synergy scores: CSS=-1.59, Synergy_ZIP=1.62, Synergy_Bliss=1.31, Synergy_Loewe=-2.25, Synergy_HSA=-1.83. (2) Drug 1: C(=O)(N)NO. Drug 2: C1=CC=C(C(=C1)C(C2=CC=C(C=C2)Cl)C(Cl)Cl)Cl. Cell line: HCT-15. Synergy scores: CSS=-23.4, Synergy_ZIP=22.5, Synergy_Bliss=21.8, Synergy_Loewe=-10.6, Synergy_HSA=-8.59. (3) Drug 1: C1CCN(CC1)CCOC2=CC=C(C=C2)C(=O)C3=C(SC4=C3C=CC(=C4)O)C5=CC=C(C=C5)O. Drug 2: CN(CCCl)CCCl.Cl. Cell line: A549. Synergy scores: CSS=0.661, Synergy_ZIP=-3.09, Synergy_Bliss=0.933, Synergy_Loewe=-3.74, Synergy_HSA=-3.49. (4) Cell line: HCT116. Drug 1: CC1=CC=C(C=C1)C2=CC(=NN2C3=CC=C(C=C3)S(=O)(=O)N)C(F)(F)F. Synergy scores: CSS=3.92, Synergy_ZIP=-4.74, Synergy_Bliss=-6.35, Synergy_Loewe=-6.89, Synergy_HSA=-6.79. Drug 2: CC12CCC3C(C1CCC2O)C(CC4=C3C=CC(=C4)O)CCCCCCCCCS(=O)CCCC(C(F)(F)F)(F)F.